From a dataset of Full USPTO retrosynthesis dataset with 1.9M reactions from patents (1976-2016). Predict the reactants needed to synthesize the given product. Given the product [C:25]([C:23]1[CH:24]=[C:15]([NH:14][C:12](=[O:13])[NH:11][C:8]2[CH:9]=[CH:10][C:5]([C:4]([OH:32])=[O:3])=[C:6]([F:31])[CH:7]=2)[CH:16]=[C:17]2[C:22]=1[O:21][C:20]([CH3:27])([CH3:28])[CH2:19][C:18]2([CH3:30])[CH3:29])#[CH:26], predict the reactants needed to synthesize it. The reactants are: C([O:3][C:4](=[O:32])[C:5]1[CH:10]=[CH:9][C:8]([NH:11][C:12]([NH:14][C:15]2[CH:16]=[C:17]3[C:22](=[C:23]([C:25]#[CH:26])[CH:24]=2)[O:21][C:20]([CH3:28])([CH3:27])[CH2:19][C:18]3([CH3:30])[CH3:29])=[O:13])=[CH:7][C:6]=1[F:31])C.[OH-].[Li+].